From a dataset of Full USPTO retrosynthesis dataset with 1.9M reactions from patents (1976-2016). Predict the reactants needed to synthesize the given product. (1) Given the product [C:25]([NH:29][S:30]([C:33]1[S:34][C:35]([C:2]2[CH:7]=[CH:6][CH:5]=[C:4]([C:8]3[N:13]=[C:12]([CH3:14])[CH:11]=[C:10]([C:15]4[CH:16]=[N:17][C:18]([C:21]([F:24])([F:23])[F:22])=[CH:19][CH:20]=4)[N:9]=3)[CH:3]=2)=[CH:36][CH:37]=1)(=[O:31])=[O:32])([CH3:28])([CH3:26])[CH3:27], predict the reactants needed to synthesize it. The reactants are: Br[C:2]1[CH:3]=[C:4]([C:8]2[N:13]=[C:12]([CH3:14])[CH:11]=[C:10]([C:15]3[CH:16]=[N:17][C:18]([C:21]([F:24])([F:23])[F:22])=[CH:19][CH:20]=3)[N:9]=2)[CH:5]=[CH:6][CH:7]=1.[C:25]([NH:29][S:30]([C:33]1[S:34][C:35](B2OC(C)(C)C(C)(C)O2)=[CH:36][CH:37]=1)(=[O:32])=[O:31])([CH3:28])([CH3:27])[CH3:26]. (2) Given the product [ClH:1].[ClH:1].[N:15]1[CH:20]=[CH:19][CH:18]=[C:17]([CH2:21][CH2:22][CH:23]2[CH2:24][NH:25][CH2:26][CH2:27][N:28]2[C:29]([NH:30][C:31]2[CH:32]=[CH:33][C:34]([CH3:37])=[CH:35][CH:36]=2)=[O:38])[CH:16]=1, predict the reactants needed to synthesize it. The reactants are: [ClH:1].O1CCOCC1.OC(C(F)(F)F)=O.[N:15]1[CH:20]=[CH:19][CH:18]=[C:17]([CH2:21][CH2:22][CH:23]2[N:28]([C:29](=[O:38])[NH:30][C:31]3[CH:36]=[CH:35][C:34]([CH3:37])=[CH:33][CH:32]=3)[CH2:27][CH2:26][N:25](C(OC(C)(C)C)=O)[CH2:24]2)[CH:16]=1. (3) Given the product [NH2:1][C:4]1[C:13]2[C:8](=[CH:9][CH:10]=[CH:11][CH:12]=2)[C:7]([O:14][CH2:15][CH2:16][C:17]2[CH:22]=[CH:21][N:20]=[C:19]([NH:23][C:24](=[O:26])[CH3:25])[CH:18]=2)=[CH:6][CH:5]=1, predict the reactants needed to synthesize it. The reactants are: [N+:1]([C:4]1[C:13]2[C:8](=[CH:9][CH:10]=[CH:11][CH:12]=2)[C:7]([O:14][CH2:15][CH2:16][C:17]2[CH:22]=[CH:21][N:20]=[C:19]([NH:23][C:24](=[O:26])[CH3:25])[CH:18]=2)=[CH:6][CH:5]=1)([O-])=O. (4) Given the product [NH2:13][C:14]1[C:15]2[C:25]([O:26][CH2:27][C@H:28]3[CH2:33][CH2:32][CH2:31][CH2:30][N:29]3[C:9](=[O:11])[CH2:8][CH2:7][C:3]3[CH:2]=[N:1][CH:6]=[CH:5][CH:4]=3)=[CH:24][CH:23]=[CH:22][C:16]=2[NH:17][S:18](=[O:20])(=[O:21])[N:19]=1, predict the reactants needed to synthesize it. The reactants are: [N:1]1[CH:6]=[CH:5][CH:4]=[C:3]([CH2:7][CH2:8][C:9]([OH:11])=O)[CH:2]=1.Cl.[NH2:13][C:14]1[C:15]2[C:25]([O:26][CH2:27][C@H:28]3[CH2:33][CH2:32][CH2:31][CH2:30][NH2+:29]3)=[CH:24][CH:23]=[CH:22][C:16]=2[NH:17][S:18](=[O:21])(=[O:20])[N:19]=1. (5) The reactants are: C([O:3][C:4](=O)[CH2:5][CH:6]([C:13]1[CH:21]=[C:20]([O:22][CH3:23])[CH:19]=[C:18]2[C:14]=1[CH:15]=[CH:16][NH:17]2)[C:7]1[CH:12]=[CH:11][CH:10]=[CH:9][CH:8]=1)C.CC(C[AlH]CC(C)C)C.CCO.C([O-])(O)=O.[Na+]. Given the product [CH3:23][O:22][C:20]1[CH:19]=[C:18]2[C:14]([CH:15]=[CH:16][NH:17]2)=[C:13]([CH:6]([C:7]2[CH:12]=[CH:11][CH:10]=[CH:9][CH:8]=2)[CH2:5][CH:4]=[O:3])[CH:21]=1, predict the reactants needed to synthesize it.